The task is: Predict the reaction yield, written as a fraction of the theoretical maximum amount of product (1.0 means a 100% yield; for example, 0.34 means a 34% yield).. This data is from Reaction yield outcomes from USPTO patents with 853,638 reactions. The reactants are [CH3:1][C:2]1([CH3:19])[C:6]([CH3:8])([CH3:7])[O:5][B:4]([C:9]2[CH:14]=[CH:13][C:12](CC(O)=O)=[CH:11][CH:10]=2)[O:3]1.[CH3:20][CH:21]([CH3:24])[CH2:22][OH:23]. The catalyst is C(O)C. The product is [CH3:7][C:6]1([CH3:8])[C:2]([CH3:19])([CH3:1])[O:3][B:4]([C:9]2[CH:10]=[CH:11][C:12]([CH2:7][CH2:6][C:2]([O:23][CH2:22][CH:21]([CH3:24])[CH3:20])=[O:3])=[CH:13][CH:14]=2)[O:5]1. The yield is 0.670.